Dataset: Forward reaction prediction with 1.9M reactions from USPTO patents (1976-2016). Task: Predict the product of the given reaction. (1) The product is: [CH3:6][O:5][C:1](=[O:4])[CH2:2][S:3][CH:15]([CH3:16])[CH2:14][C:13]([O:18][CH3:19])=[O:17]. Given the reactants [C:1]([O:5][CH3:6])(=[O:4])[CH2:2][SH:3].N1CCCCC1.[C:13]([O:18][CH3:19])(=[O:17])/[CH:14]=[CH:15]/[CH3:16], predict the reaction product. (2) Given the reactants C(O[C:4](=[N:6][C:7](=O)[C:8]1[CH:13]=[CH:12][C:11]([O:14][CH3:15])=[CH:10][CH:9]=1)[CH3:5])C.[NH:17]([C:19]1[N:24]=[CH:23][C:22]([S:25]([NH2:28])(=[O:27])=[O:26])=[CH:21][CH:20]=1)[NH2:18].O, predict the reaction product. The product is: [CH3:15][O:14][C:11]1[CH:10]=[CH:9][C:8]([C:7]2[N:17]([C:19]3[N:24]=[CH:23][C:22]([S:25]([NH2:28])(=[O:27])=[O:26])=[CH:21][CH:20]=3)[N:18]=[C:4]([CH3:5])[N:6]=2)=[CH:13][CH:12]=1. (3) Given the reactants C(O[C:6]([N:8]1[CH2:12][CH2:11][CH2:10][CH:9]1[C:13]1[CH:18]=[CH:17][C:16]([NH2:19])=[CH:15][CH:14]=1)=O)(C)(C)C.[CH2:20](N1CCCC1C1C=CC(Br)=CC=1)[CH:21]=C, predict the reaction product. The product is: [CH2:6]([N:8]1[CH2:12][CH2:11][CH2:10][CH:9]1[C:13]1[CH:14]=[CH:15][C:16]([NH2:19])=[CH:17][CH:18]=1)[CH:20]=[CH2:21]. (4) Given the reactants [C:1]1([CH2:7][CH2:8][NH2:9])[CH:6]=[CH:5][CH:4]=[CH:3][CH:2]=1.[CH2:10]([O:12][C:13](=[O:16])[CH:14]=[CH2:15])[CH3:11], predict the reaction product. The product is: [CH2:10]([O:12][C:13](=[O:16])[CH2:14][CH2:15][NH:9][CH2:8][CH2:7][C:1]1[CH:6]=[CH:5][CH:4]=[CH:3][CH:2]=1)[CH3:11]. (5) Given the reactants [Cl:1][C:2]1[CH:3]=[C:4]([CH:30]=[CH:31][C:32]=1[Cl:33])[CH2:5][NH:6][CH:7]1[CH2:15][C:14]2[C:9](=[CH:10][CH:11]=[C:12]([NH:16][C:17]3[CH:26]=[CH:25][C:24]([N+:27]([O-:29])=[O:28])=[CH:23][C:18]=3[C:19]([O:21]C)=[O:20])[CH:13]=2)[CH2:8]1.[OH-].[Na+].O, predict the reaction product. The product is: [Cl:1][C:2]1[CH:3]=[C:4]([CH:30]=[CH:31][C:32]=1[Cl:33])[CH2:5][NH:6][CH:7]1[CH2:15][C:14]2[C:9](=[CH:10][CH:11]=[C:12]([NH:16][C:17]3[CH:26]=[CH:25][C:24]([N+:27]([O-:29])=[O:28])=[CH:23][C:18]=3[C:19]([OH:21])=[O:20])[CH:13]=2)[CH2:8]1. (6) Given the reactants C([O:3][C:4]([C:6]1[N:7]=[N:8][N:9]([C:12]2[CH:17]=[CH:16][C:15]([F:18])=[CH:14][CH:13]=2)[C:10]=1[CH3:11])=[O:5])C.[OH-].[Li+].C(O)(=O)CC(CC(O)=O)(C(O)=O)O, predict the reaction product. The product is: [F:18][C:15]1[CH:16]=[CH:17][C:12]([N:9]2[C:10]([CH3:11])=[C:6]([C:4]([OH:5])=[O:3])[N:7]=[N:8]2)=[CH:13][CH:14]=1.